This data is from Full USPTO retrosynthesis dataset with 1.9M reactions from patents (1976-2016). The task is: Predict the reactants needed to synthesize the given product. (1) Given the product [Cl:34][C:35]1[C:36]([N:44]2[CH2:49][CH2:48][CH:47]([N:50]3[CH2:51][CH2:52][N:53]([CH2:56][CH2:57][F:58])[CH2:54][CH2:55]3)[CH2:46][CH2:45]2)=[CH:37][C:38]([O:42][CH3:43])=[C:39]([NH:40][C:2]2[N:7]=[C:6]([C:8]3[N:12]4[CH:13]=[CH:14][CH:15]=[CH:16][C:11]4=[N:10][C:9]=3[C:17]3[CH:18]=[C:19]([CH:31]=[CH:32][CH:33]=3)[C:20]([NH:22][C:23]3[C:28]([F:29])=[CH:27][CH:26]=[CH:25][C:24]=3[F:30])=[O:21])[CH:5]=[CH:4][N:3]=2)[CH:41]=1, predict the reactants needed to synthesize it. The reactants are: Cl[C:2]1[N:7]=[C:6]([C:8]2[N:12]3[CH:13]=[CH:14][CH:15]=[CH:16][C:11]3=[N:10][C:9]=2[C:17]2[CH:18]=[C:19]([CH:31]=[CH:32][CH:33]=2)[C:20]([NH:22][C:23]2[C:28]([F:29])=[CH:27][CH:26]=[CH:25][C:24]=2[F:30])=[O:21])[CH:5]=[CH:4][N:3]=1.[Cl:34][C:35]1[C:36]([N:44]2[CH2:49][CH2:48][CH:47]([N:50]3[CH2:55][CH2:54][N:53]([CH2:56][CH2:57][F:58])[CH2:52][CH2:51]3)[CH2:46][CH2:45]2)=[CH:37][C:38]([O:42][CH3:43])=[C:39]([CH:41]=1)[NH2:40].C1(C)C=CC(S([O-])(=O)=O)=CC=1.[NH+]1C=CC=CC=1.N. (2) Given the product [Si:1]([O:8][CH2:9][C@@H:10]1[C@@H:17]2[C@@H:13]([O:14][CH:15]([OH:18])[CH2:16]2)[CH2:12][C@H:11]1[O:19][CH:20]1[CH2:25][CH2:24][CH2:23][CH2:22][O:21]1)([C:4]([CH3:7])([CH3:5])[CH3:6])([CH3:3])[CH3:2], predict the reactants needed to synthesize it. The reactants are: [Si:1]([O:8][CH2:9][C@@H:10]1[C@@H:17]2[C@@H:13]([O:14][C:15](=[O:18])[CH2:16]2)[CH2:12][C@H:11]1[O:19][CH:20]1[CH2:25][CH2:24][CH2:23][CH2:22][O:21]1)([C:4]([CH3:7])([CH3:6])[CH3:5])([CH3:3])[CH3:2].[H-].C([Al+]CC(C)C)C(C)C.CO.C(C(C(C([O-])=O)O)O)([O-])=O.[Na+].[K+].